Predict the reactants needed to synthesize the given product. From a dataset of Full USPTO retrosynthesis dataset with 1.9M reactions from patents (1976-2016). (1) Given the product [CH2:13]([O:12][C:10](=[O:11])[C:9]1[CH:15]=[CH:16][C:6]([CH:25]2[CH2:26][CH:27]([O:29][CH3:28])[O:23][CH2:24]2)=[CH:7][CH:8]=1)[CH3:14], predict the reactants needed to synthesize it. The reactants are: N([O-])=O.[Na+].N[C:6]1[CH:16]=[CH:15][C:9]([C:10]([O:12][CH2:13][CH3:14])=[O:11])=[CH:8][CH:7]=1.F[B-](F)(F)F.[H+].[O:23]1[CH2:27][CH:26]=[CH:25][CH2:24]1.[CH3:28][OH:29]. (2) Given the product [Cl:2][C:3]1[CH:4]=[C:5]2[C:9](=[CH:10][CH:11]=1)[NH:8][CH:7]=[C:6]2[CH2:12][CH2:13][NH:14][C:61]([CH:58]1[CH2:59][CH2:60][N:56]([C:53]2[CH:54]=[CH:55][C:50]([O:49][CH3:48])=[CH:51][CH:52]=2)[C:57]1=[O:64])=[O:62], predict the reactants needed to synthesize it. The reactants are: Cl.[Cl:2][C:3]1[CH:4]=[C:5]2[C:9](=[CH:10][CH:11]=1)[NH:8][CH:7]=[C:6]2[CH2:12][CH2:13][NH2:14].C1CN([P+](ON2N=NC3C=CC=CC2=3)(N2CCCC2)N2CCCC2)CC1.F[P-](F)(F)(F)(F)F.[CH3:48][O:49][C:50]1[CH:55]=[CH:54][C:53]([N:56]2[CH2:60][CH2:59][CH:58]([C:61](O)=[O:62])[C:57]2=[O:64])=[CH:52][CH:51]=1. (3) Given the product [CH:22]1([CH2:21][N:13]2[C:12]3[CH:25]=[CH:26][C:9]([CH2:8][S:6][CH:4]([CH3:5])[CH3:3])=[CH:10][C:11]=3[N:15]=[C:14]2[CH2:16][C:17]([CH3:20])([CH3:19])[CH3:18])[CH2:23][CH2:24]1, predict the reactants needed to synthesize it. The reactants are: [H-].[Na+].[CH3:3][CH:4]([SH:6])[CH3:5].Cl[CH2:8][C:9]1[CH:26]=[CH:25][C:12]2[N:13]([CH2:21][CH:22]3[CH2:24][CH2:23]3)[C:14]([CH2:16][C:17]([CH3:20])([CH3:19])[CH3:18])=[N:15][C:11]=2[CH:10]=1.O. (4) The reactants are: [CH2:1]([N:3]1[CH2:8][CH2:7][NH:6][CH2:5][CH2:4]1)[CH3:2].O=[C:10]1[CH2:15][CH2:14][N:13]([C:16]([O:18][C:19]([CH3:22])([CH3:21])[CH3:20])=[O:17])[CH2:12][CH2:11]1.C(O)(=O)C.C(O[BH3-])(=O)C.[Na+].[OH-].[Na+]. Given the product [CH2:1]([N:3]1[CH2:8][CH2:7][N:6]([CH:10]2[CH2:15][CH2:14][N:13]([C:16]([O:18][C:19]([CH3:22])([CH3:21])[CH3:20])=[O:17])[CH2:12][CH2:11]2)[CH2:5][CH2:4]1)[CH3:2], predict the reactants needed to synthesize it.